From a dataset of Experimentally validated miRNA-target interactions with 360,000+ pairs, plus equal number of negative samples. Binary Classification. Given a miRNA mature sequence and a target amino acid sequence, predict their likelihood of interaction. (1) The miRNA is hsa-miR-4287 with sequence UCUCCCUUGAGGGCACUUU. The protein sequence of the target gene is MFQPAPKRCFTIESLVAKDSPLPASRSEDPIRPAALSYANSSPINPFLNGFHSAAAAAAGRGVYSNPDLVFAEAVSHPPNPAVPVHPVPPPHALAAHPLPSSHSPHPLFASQQRDPSTFYPWLIHRYRYLGHRFQGNDTSPESFLLHNALARKPKRIRTAFSPSQLLRLEHAFEKNHYVVGAERKQLAHSLSLTETQVKVWFQNRRTKFKRQKLEEEGSDSQQKKKGTHHINRWRIATKQASPEEIDVTSDD. Result: 1 (interaction). (2) The miRNA is hsa-miR-29c-3p with sequence UAGCACCAUUUGAAAUCGGUUA. The protein sequence of the target gene is MKRIFSLLEKTWLGAPIQFAWQKTSGNYLAVTGADYIVKIFDRHGQKRSEINLPGNCVAMDWDKDGDVLAVIAEKSSCIYLWDANTNKTSQLDNGMRDQMSFLLWSKVGSFLAVGTVKGNLLIYNHQTSRKIPVLGKHTKRITCGCWNAENLLALGGEDKMITVSNQEGDTIRQTQVRSEPSNMQFFLMKMDDRTSAAESMISVVLGKKTLFFLNLNEPDNPADLEFQQDFGNIVCYNWYGDGRIMIGFSCGHFVVISTHTGELGQEIFQARNHKDNLTSIAVSQTLNKVATCGDNCIKI.... Result: 0 (no interaction). (3) The miRNA is hsa-miR-495-3p with sequence AAACAAACAUGGUGCACUUCUU. The protein sequence of the target gene is MDDDDFGGFEAAETFDGGSGETQTTSPAIPWAAFPAVSGVHLSPSSPEIVLDRDHSSSIGCLSSDAIISSPENTHAANSIVSQTIPKAQIQQSTHTHLDISLFPLGLTDEKSNGTIALVDDSEDPGANVSNIQLQQKISSLEIKLKVSEEEKQRIKQDVESLMEKHNVLEKGFLKEKEQEAISFQDRYKELQEKHKQELEDMRKAGHEALSIIVDEYKALLQSSVKQQVEAIEKQYISAIEKQAHKCEELLNAQHQRLLEMLDTEKELLKEKIKEALIQQSQEQKEILEKCLEEERQRNK.... Result: 0 (no interaction). (4) The miRNA is mmu-miR-342-5p with sequence AGGGGUGCUAUCUGUGAUUGAG. The protein sequence of the target gene is MSFVAYEELIKEGDTAILSLGHGSMVAVRVQRGAQTQTRHGVLRHSVDLIGRPFGSKVICSRGGWVYVLHPTPELWTVNLPHRTQILYSTDIALITMMLELRPGSVVCESGTGSGSVSHAIIRSVAPTGHLHTVEFHQQRADKAREEFQEHRLSQWVTVHTQDVCCSGFGVVHVADAVFLDIPSPWEAVGHAWDALKVEGGRFCSFSPCIEQVQRTCQALAAHGFTELSTLEVLPQVYNVRTVSLPLPDLGANNLETNMGSDASPFRSGTPMKETVGHTGYLTFATKTPG. Result: 0 (no interaction). (5) The miRNA is hsa-miR-6720-3p with sequence CGCGCCUGCAGGAACUGGUAGA. The protein sequence of the target gene is MVHQVLYRALVSTKWLAESIRTGKLGPGLRVLDASWYSPGTREARKEYLERHVPGASFFDIEECRDTASPYEMMLPSEAGFAEYVGRLGISNHTHVVVYDGEHLGSFYAPRVWWMFRVFGHRTVSVLNGGFRNWLKEGHPVTSEPSRPEPAVFKATLDRSLLKTYEQVLENLESKRFQLVDSRSQGRFLGTEPEPDAVGLDSGHIRGAVNMPFMDFLTEDGFEKGPEELRALFQTKKVDLSQPLIATCRKGVTACHVALAAYLCGKPDVAVYDGSWSEWFRRAPPESRVSQGKSEKA. Result: 0 (no interaction). (6) The miRNA is hsa-miR-1538 with sequence CGGCCCGGGCUGCUGCUGUUCCU. The protein sequence of the target gene is MSGGFELQPRDGGPRVALAPGETVIGRGPLLGITDKRVSRRHAILEVAGGQLRIKPIHTNPCFYQSSEKSQLLPLKPNLWCYLNPGDSFSLLVDKYIFRILSIPSEVEMQCTLRNSQVLDEDNILNETPKSPVINLPHETTGASQLEGSTEIAKTQMTPTNSVSFLGENRDCNKQQPILAERKRILPTWMLAEHLSDQNLSVPAISGGNVIQGSGKEEICKDKSQLNTTQQGRRQLISSGSSENTSAEQDTGEECKNTDQEESTISSKEMPQSFSAITLSNTEMNNIKTNAQRNKLPIEE.... Result: 0 (no interaction). (7) The miRNA is hsa-miR-6077 with sequence GGGAAGAGCUGUACGGCCUUC. The protein sequence of the target gene is MGANASNYPHSCSPRVGGNSQAQQTFIGTSSYSQQGYGCESKLYSLDHGHEKPQDKKKRTSGLATLKKKFIKRRKSNRSADHAKQMRELLSGWDVRDVNALVEEYEGTSALKELSLQASLARPEARTLQKDMADLYEDKYCTDVDLIFQETCFPVHRAILAARCPFFKTLLSSSPEYGAEIIMDISTAGIDMPMFSALLHYLYTGEFGMEDSRFQNVDILVQLSEEFGTPNPLDVDMRGLFDYMCYYDVVLSFSSDSELVEAFGGNQNCLDEELKAHKAIISARSPFFRNLLQRRIRTGE.... Result: 0 (no interaction). (8) The miRNA is hsa-miR-4482-5p with sequence AACCCAGUGGGCUAUGGAAAUG. The protein sequence of the target gene is MASNDYTQQATQSYGAYPTQPGQGYSQQSSQPYGQQSYSGYSQSTDTSGYGQSSYSSYGQSQNTGYGTQSTPQGYGSTGGYGSSQSSQSSYGQQSSYPGYGQQPAPSSTSGSYGSSSQSSSYGQPQSGSYSQQPSYGGQQQSYGQQQSYNPPQGYGQQNQYNSSSGGGGGGGGGGNYGQDQSSMSSGGGSGGGYGNQDQSGGGGSGGYGQQDRGGRGRGGSGGGGGGGGGGYNRSSGGYEPRGRGGGRGGRGGMGGSDRGGFNKFGGPRDQGSRHDSEQDNSDNNTIFVQGLGENVTIES.... Result: 1 (interaction).